This data is from Full USPTO retrosynthesis dataset with 1.9M reactions from patents (1976-2016). The task is: Predict the reactants needed to synthesize the given product. (1) The reactants are: Br[C:2]1[CH:3]=[N:4][CH:5]=[C:6]([C:8]#[C:9][CH3:10])[CH:7]=1.CC1CCCO1.[B:17](OC(C)C)([O:22]C(C)C)[O:18]C(C)C.[Li]CCCC.Cl. Given the product [C:8]([C:6]1[CH:7]=[C:2]([B:17]([OH:22])[OH:18])[CH:3]=[N:4][CH:5]=1)#[C:9][CH3:10], predict the reactants needed to synthesize it. (2) The reactants are: [NH:1]1[C:5]2[CH:6]=[CH:7][C:8]([NH2:10])=[CH:9][C:4]=2[N:3]=[CH:2]1.[N:11]1([C:17]2[CH:18]=[C:19]([CH:22]=[CH:23][CH:24]=2)[CH:20]=O)[CH2:16][CH2:15][CH2:14][CH2:13][CH2:12]1.[Si](C#N)(C)(C)C.[N:31]1([C:36](N2C=CN=C2)=[O:37])C=CN=[CH:32]1. Given the product [NH:1]1[C:5]2[CH:6]=[CH:7][C:8]([N:10]3[CH:20]([C:19]4[CH:22]=[CH:23][CH:24]=[C:17]([N:11]5[CH2:16][CH2:15][CH2:14][CH2:13][CH2:12]5)[CH:18]=4)[CH2:32][NH:31][C:36]3=[O:37])=[CH:9][C:4]=2[N:3]=[CH:2]1, predict the reactants needed to synthesize it. (3) Given the product [C:1]([C:23]#[N:25])([C:4]([C:7]([C:10]([C:13]([C:16]([C:19]([F:20])([F:21])[F:22])([F:18])[F:17])([F:15])[F:14])([F:12])[F:11])([F:9])[F:8])([F:6])[F:5])([F:3])[F:2], predict the reactants needed to synthesize it. The reactants are: [C:1]([C:23]([NH2:25])=O)([C:4]([C:7]([C:10]([C:13]([C:16]([C:19]([F:22])([F:21])[F:20])([F:18])[F:17])([F:15])[F:14])([F:12])[F:11])([F:9])[F:8])([F:6])[F:5])([F:3])[F:2].O=P12OP3(OP(OP(O3)(O1)=O)(=O)O2)=O. (4) Given the product [Cl:1][C:2]1[CH:3]=[C:4]2[C:9]([CH2:27][CH2:7][CH2:6][CH:5]2[C:22]([O:24][CH2:25][CH3:26])=[O:23])=[CH:10][C:11]=1[O:12][C:13]1[CH:21]=[CH:20][C:16]([C:17](=[O:19])[NH:52][C:49]2[N:50]=[N:51][C:46]([C:43]3[CH:42]=[CH:41][C:40]([C:39]([F:38])([F:53])[F:54])=[CH:45][CH:44]=3)=[CH:47][CH:48]=2)=[CH:15][CH:14]=1, predict the reactants needed to synthesize it. The reactants are: [Cl:1][C:2]1[CH:3]=[C:4]2[C:9](=[CH:10][C:11]=1[O:12][C:13]1[CH:21]=[CH:20][C:16]([C:17]([OH:19])=O)=[CH:15][CH:14]=1)O[CH2:7][CH2:6][CH:5]2[C:22]([O:24][CH2:25][CH3:26])=[O:23].[C:27](Cl)(=O)C(Cl)=O.CN(C=O)C.[F:38][C:39]([F:54])([F:53])[C:40]1[CH:45]=[CH:44][C:43]([C:46]2[N:51]=[N:50][C:49]([NH2:52])=[CH:48][CH:47]=2)=[CH:42][CH:41]=1. (5) Given the product [Br:1][C:2]1[CH:3]=[C:4]([CH:19]=[C:20](/[CH:22]=[N:25]/[OH:26])[CH:21]=1)[O:5][CH:6]1[CH2:11][CH2:10][N:9]([C:12]([O:14][C:15]([CH3:18])([CH3:17])[CH3:16])=[O:13])[CH2:8][CH2:7]1, predict the reactants needed to synthesize it. The reactants are: [Br:1][C:2]1[CH:3]=[C:4]([CH:19]=[C:20]([CH:22]=O)[CH:21]=1)[O:5][CH:6]1[CH2:11][CH2:10][N:9]([C:12]([O:14][C:15]([CH3:18])([CH3:17])[CH3:16])=[O:13])[CH2:8][CH2:7]1.Cl.[NH2:25][OH:26].C([O-])(=O)C.[Na+]. (6) Given the product [CH:30]1([C:26]2[C:25]([F:33])=[C:24]([CH:29]=[CH:28][CH:27]=2)[O:23][C:21]2[CH2:22][N:18]([C@@H:13]([CH2:14][CH:15]([CH3:16])[CH3:17])[C:12]([NH:11][C:8]3[CH:9]=[CH:10][N:6]([CH2:5][C:4]([OH:36])=[O:3])[N:7]=3)=[O:35])[C:19](=[O:34])[CH:20]=2)[CH2:32][CH2:31]1, predict the reactants needed to synthesize it. The reactants are: C([O:3][C:4](=[O:36])[CH2:5][N:6]1[CH:10]=[CH:9][C:8]([NH:11][C:12](=[O:35])[C@@H:13]([N:18]2[CH2:22][C:21]([O:23][C:24]3[CH:29]=[CH:28][CH:27]=[C:26]([CH:30]4[CH2:32][CH2:31]4)[C:25]=3[F:33])=[CH:20][C:19]2=[O:34])[CH2:14][CH:15]([CH3:17])[CH3:16])=[N:7]1)C.[OH-].[Li+].